Dataset: Forward reaction prediction with 1.9M reactions from USPTO patents (1976-2016). Task: Predict the product of the given reaction. (1) Given the reactants Cl[C:2]1[N:7]=[C:6]([C:8]2[CH:9]=[N:10][N:11]([CH3:13])[CH:12]=2)[CH:5]=[C:4]([N:14]2[CH2:18][CH2:17][CH2:16][CH2:15]2)[N:3]=1.[CH3:19][O:20][C:21]([C:23]1([C:27]2[CH:32]=[CH:31][C:30]([NH2:33])=[CH:29][CH:28]=2)[CH2:26][CH2:25][CH2:24]1)=[O:22], predict the reaction product. The product is: [CH3:19][O:20][C:21]([C:23]1([C:27]2[CH:28]=[CH:29][C:30]([NH:33][C:2]3[N:7]=[C:6]([C:8]4[CH:9]=[N:10][N:11]([CH3:13])[CH:12]=4)[CH:5]=[C:4]([N:14]4[CH2:18][CH2:17][CH2:16][CH2:15]4)[N:3]=3)=[CH:31][CH:32]=2)[CH2:24][CH2:25][CH2:26]1)=[O:22]. (2) Given the reactants [F:1][C:2]1([F:39])[O:6][C:5]2[CH:7]=[CH:8][C:9]([C:11]3([C:14]([NH:16][C@H:17]4[C:26]5[C:21](=[CH:22][C:23]([O:27][CH3:28])=[CH:24][CH:25]=5)[O:20][C@@H:19]([C:29]5[CH:38]=[CH:37][C:32]([C:33]([O:35]C)=[O:34])=[CH:31][N:30]=5)[CH2:18]4)=[O:15])[CH2:13][CH2:12]3)=[CH:10][C:4]=2[O:3]1.FC1(F)OC2C=CC(C3(C(NC4C5C(=CC=CC=5)OC(C5CC(C(OCC)=O)C5)C4)=O)CC3)=CC=2O1, predict the reaction product. The product is: [F:39][C:2]1([F:1])[O:6][C:5]2[CH:7]=[CH:8][C:9]([C:11]3([C:14]([NH:16][C@H:17]4[C:26]5[C:21](=[CH:22][C:23]([O:27][CH3:28])=[CH:24][CH:25]=5)[O:20][C@@H:19]([C:29]5[N:30]=[CH:31][C:32]([C:33]([OH:35])=[O:34])=[CH:37][CH:38]=5)[CH2:18]4)=[O:15])[CH2:13][CH2:12]3)=[CH:10][C:4]=2[O:3]1. (3) Given the reactants [CH3:1][C:2]1[O:10][C:9]2[CH:8]=[CH:7][N:6]([C:11]3[CH:16]=[CH:15][C:14]([N:17]4[CH2:22][CH2:21][NH:20][CH2:19][CH2:18]4)=[CH:13][CH:12]=3)[C:5](=[O:23])[C:4]=2[CH:3]=1.CC1C=CC(S(O[CH2:35][CH2:36][CH2:37][C:38]2[C:46]3[C:41](=[CH:42][CH:43]=[C:44]([O:47][CH3:48])[CH:45]=3)[NH:40][CH:39]=2)(=O)=O)=CC=1.C(=O)([O-])[O-].[K+].[K+].[I-].[K+], predict the reaction product. The product is: [CH3:48][O:47][C:44]1[CH:45]=[C:46]2[C:41](=[CH:42][CH:43]=1)[NH:40][CH:39]=[C:38]2[CH2:37][CH2:36][CH2:35][N:20]1[CH2:21][CH2:22][N:17]([C:14]2[CH:13]=[CH:12][C:11]([N:6]3[CH:7]=[CH:8][C:9]4[O:10][C:2]([CH3:1])=[CH:3][C:4]=4[C:5]3=[O:23])=[CH:16][CH:15]=2)[CH2:18][CH2:19]1. (4) Given the reactants CS([C:5]1[CH:6]=[C:7]([CH:9]=[C:10]([N+:12]([O-:14])=[O:13])[CH:11]=1)[NH2:8])(=O)=O.[CH3:15][S:16](Cl)(=[O:18])=[O:17].[C:20]([O-])(O)=O.[Na+], predict the reaction product. The product is: [CH3:20][C:5]1[CH:6]=[C:7]([NH:8][S:16]([CH3:15])(=[O:18])=[O:17])[CH:9]=[C:10]([N+:12]([O-:14])=[O:13])[CH:11]=1. (5) Given the reactants [CH2:1]([O:3][C:4]([C:6]1([C:9]2[CH:14]=[CH:13][C:12]([C:15]3[CH:20]=[CH:19][C:18]([C:21]4[O:25][N:24]=[C:23]([CH3:26])[C:22]=4[CH2:27][NH2:28])=[CH:17][CH:16]=3)=[CH:11][CH:10]=2)[CH2:8][CH2:7]1)=[O:5])[CH3:2].[C:29]1([CH2:35][C:36](Cl)=[O:37])[CH:34]=[CH:33][CH:32]=[CH:31][CH:30]=1, predict the reaction product. The product is: [CH2:1]([O:3][C:4]([C:6]1([C:9]2[CH:10]=[CH:11][C:12]([C:15]3[CH:20]=[CH:19][C:18]([C:21]4[O:25][N:24]=[C:23]([CH3:26])[C:22]=4[CH2:27][NH:28][C:36](=[O:37])[CH2:35][C:29]4[CH:34]=[CH:33][CH:32]=[CH:31][CH:30]=4)=[CH:17][CH:16]=3)=[CH:13][CH:14]=2)[CH2:8][CH2:7]1)=[O:5])[CH3:2]. (6) Given the reactants [CH2:1]([N:3]1[C:7]2=[N:8][C:9]([CH2:49][CH3:50])=[C:10]([CH2:19][NH:20][C:21]([C:23]3[CH:28]=[CH:27][CH:26]=[C:25]([C:29]([NH:31][CH2:32][C:33]4[CH:34]=[C:35]([C:41]5[CH:46]=[CH:45][CH:44]=[C:43](C=O)[CH:42]=5)[CH:36]=[CH:37][C:38]=4[O:39][CH3:40])=[O:30])[CH:24]=3)=[O:22])[C:11]([NH:12][CH:13]3[CH2:18][CH2:17][O:16][CH2:15][CH2:14]3)=[C:6]2[CH:5]=[N:4]1)[CH3:2].[N:51]1([C:57](OC(C)(C)C)=O)[CH2:56][CH2:55][NH:54][CH2:53][CH2:52]1.C(O[BH-](OC(=O)C)OC(=O)C)(=O)C.[Na+].CC(O)=O, predict the reaction product. The product is: [CH2:1]([N:3]1[C:7]2=[N:8][C:9]([CH2:49][CH3:50])=[C:10]([CH2:19][NH:20][C:21]([C:23]3[CH:28]=[CH:27][CH:26]=[C:25]([C:29]([NH:31][CH2:32][C:33]4[CH:34]=[C:35]([C:41]5[CH:46]=[CH:45][CH:44]=[C:43]([CH2:57][N:51]6[CH2:52][CH2:53][NH:54][CH2:55][CH2:56]6)[CH:42]=5)[CH:36]=[CH:37][C:38]=4[O:39][CH3:40])=[O:30])[CH:24]=3)=[O:22])[C:11]([NH:12][CH:13]3[CH2:18][CH2:17][O:16][CH2:15][CH2:14]3)=[C:6]2[CH:5]=[N:4]1)[CH3:2].